From a dataset of Catalyst prediction with 721,799 reactions and 888 catalyst types from USPTO. Predict which catalyst facilitates the given reaction. (1) Reactant: C[O:2][C:3](=[O:26])[C:4]1[CH:9]=[CH:8][C:7]([CH:10]2[CH2:15][CH2:14][CH2:13][CH2:12][N:11]2[C:16]([O:18][CH2:19][C:20]2[CH:25]=[CH:24][CH:23]=[CH:22][CH:21]=2)=[O:17])=[CH:6][CH:5]=1. Product: [C:16]([N:11]1[CH2:12][CH2:13][CH2:14][CH2:15][CH:10]1[C:7]1[CH:6]=[CH:5][C:4]([C:3]([OH:26])=[O:2])=[CH:9][CH:8]=1)([O:18][CH2:19][C:20]1[CH:21]=[CH:22][CH:23]=[CH:24][CH:25]=1)=[O:17]. The catalyst class is: 14. (2) Reactant: [O:1]=[C:2]([O:8][CH2:9][C:10](=[O:17])[C:11]1[CH:16]=[CH:15][CH:14]=[CH:13][CH:12]=1)[CH2:3][CH2:4][C:5](O)=[O:6].O1CCCC1.C(Cl)(=O)C([Cl:26])=O. Product: [O:1]=[C:2]([O:8][CH2:9][C:10](=[O:17])[C:11]1[CH:16]=[CH:15][CH:14]=[CH:13][CH:12]=1)[CH2:3][CH2:4][C:5]([Cl:26])=[O:6]. The catalyst class is: 9. (3) Reactant: Cl[CH:2]([C:14]1[CH:19]=[CH:18][CH:17]=[CH:16][CH:15]=1)[C:3]([C:5]1[C:13]2[C:8](=[CH:9][CH:10]=[CH:11][CH:12]=2)[NH:7][CH:6]=1)=[O:4].[CH3:20][O:21][C:22]1[CH:28]=[CH:27][C:26]([O:29][CH3:30])=[CH:25][C:23]=1[NH2:24].CCN(C(C)C)C(C)C. Product: [CH3:20][O:21][C:22]1[CH:28]=[CH:27][C:26]([O:29][CH3:30])=[CH:25][C:23]=1[NH:24][CH:2]([C:14]1[CH:19]=[CH:18][CH:17]=[CH:16][CH:15]=1)[C:3]([C:5]1[C:13]2[C:8](=[CH:9][CH:10]=[CH:11][CH:12]=2)[NH:7][CH:6]=1)=[O:4]. The catalyst class is: 10. (4) Reactant: [F:1][C:2]([F:15])([F:14])[C:3]1[CH:8]=[CH:7][C:6]([C:9](=[O:13])[C:10](=[O:12])[CH3:11])=[CH:5][CH:4]=1.[Br:16]Br.S([O-])([O-])(=O)=S.[Na+].[Na+]. Product: [Br:16][CH2:11][C:10](=[O:12])[C:9]([C:6]1[CH:5]=[CH:4][C:3]([C:2]([F:14])([F:15])[F:1])=[CH:8][CH:7]=1)=[O:13]. The catalyst class is: 22. (5) Reactant: [C:1]1(C2C=CC=CC=2)[CH:6]=[CH:5][C:4]([CH2:7][C@H:8]2[N:12](C(=O)C(C)(C)C)[C:11](=[O:19])[C@H:10]([CH3:20])[CH2:9]2)=[CH:3][CH:2]=1.Cl(O)(=O)(=O)=O. Product: [CH2:11]([O:19][C:11](=[O:19])[C@H:10]([CH3:20])[CH2:9][C@H:8]([NH2:12])[CH2:7][C:4]1[CH:3]=[CH:2][C:1]([C:1]2[CH:6]=[CH:5][CH:4]=[CH:3][CH:2]=2)=[CH:6][CH:5]=1)[CH3:10]. The catalyst class is: 8. (6) Reactant: Cl[C:2]1[CH:7]=[C:6]([NH2:8])[CH:5]=[C:4]([Cl:9])[N:3]=1.[CH3:10][N:11]1[CH2:16][CH2:15][NH:14][CH2:13][CH2:12]1.O1CCOCC1. Product: [Cl:9][C:4]1[CH:5]=[C:6]([NH2:8])[CH:7]=[C:2]([N:14]2[CH2:15][CH2:16][N:11]([CH3:10])[CH2:12][CH2:13]2)[N:3]=1. The catalyst class is: 6.